This data is from Catalyst prediction with 721,799 reactions and 888 catalyst types from USPTO. The task is: Predict which catalyst facilitates the given reaction. (1) Reactant: C([O:3][C:4]([CH:6]1[CH2:11][CH2:10][CH2:9][CH:8]([N:12]2[C:21]3[C:16](=[CH:17][CH:18]=[N:19][CH:20]=3)[C:15]3=[N:22][O:23][C:24]([CH3:25])=[C:14]3[C:13]2=[O:26])[CH2:7]1)=[O:5])C.[OH-].[Na+].C(O)C.Cl. Product: [CH3:25][C:24]1[O:23][N:22]=[C:15]2[C:16]3[C:21](=[CH:20][N:19]=[CH:18][CH:17]=3)[N:12]([CH:8]3[CH2:9][CH2:10][CH2:11][CH:6]([C:4]([OH:5])=[O:3])[CH2:7]3)[C:13](=[O:26])[C:14]=12. The catalyst class is: 132. (2) Reactant: Br[C:2]1[C:3]([OH:25])=[CH:4][CH:5]=[C:6]2[C:10]=1[N:9]([CH2:11][CH:12]([NH:14][C:15](=[O:24])[O:16][CH2:17][C:18]1[CH:23]=[CH:22][CH:21]=[CH:20][CH:19]=1)[CH3:13])[N:8]=[CH:7]2.[CH3:26][NH:27][CH2:28][CH2:29][OH:30]. Product: [OH:25][C:3]1[C:2]([N:27]([CH2:28][CH2:29][OH:30])[CH3:26])=[C:10]2[C:6]([CH:7]=[N:8][N:9]2[CH2:11][C@@H:12]([NH:14][C:15](=[O:24])[O:16][CH2:17][C:18]2[CH:23]=[CH:22][CH:21]=[CH:20][CH:19]=2)[CH3:13])=[CH:5][CH:4]=1. The catalyst class is: 775.